From a dataset of Full USPTO retrosynthesis dataset with 1.9M reactions from patents (1976-2016). Predict the reactants needed to synthesize the given product. (1) Given the product [ClH:29].[Cl:29][C:26]1[CH:25]=[CH:24][C:23]([CH2:22][N:18]2[C:19]3[C:20](=[O:21])[N:12]([CH2:11][CH2:10][CH2:9][OH:8])[C:13](=[O:35])[N:14]([CH3:34])[C:15]=3[N:16]=[C:17]2[NH:30][CH2:31][CH2:32][CH3:33])=[CH:28][CH:27]=1, predict the reactants needed to synthesize it. The reactants are: [Si]([O:8][CH2:9][CH2:10][CH2:11][N:12]1[C:20](=[O:21])[C:19]2[N:18]([CH2:22][C:23]3[CH:28]=[CH:27][C:26]([Cl:29])=[CH:25][CH:24]=3)[C:17]([NH:30][CH2:31][CH2:32][CH3:33])=[N:16][C:15]=2[N:14]([CH3:34])[C:13]1=[O:35])(C(C)(C)C)(C)C.Cl. (2) Given the product [NH2:13][C:12]1[C:11]2[C:10](=[CH:9][C:8]([C:6]3[N:7]=[C:2]([NH2:1])[N:3]=[C:4]([NH:17][C:18]([CH3:21])([CH3:20])[CH3:19])[CH:5]=3)=[CH:15][CH:14]=2)[NH:24][N:23]=1, predict the reactants needed to synthesize it. The reactants are: [NH2:1][C:2]1[N:7]=[C:6]([C:8]2[CH:15]=[CH:14][C:11]([C:12]#[N:13])=[C:10](F)[CH:9]=2)[CH:5]=[C:4]([NH:17][C:18]([CH3:21])([CH3:20])[CH3:19])[N:3]=1.O.[NH2:23][NH2:24].C(#N)C. (3) Given the product [C:12]([C:10]1[N:11]=[C:6]([C:4]([NH:25][CH2:26][C:27]([OH:29])=[O:28])=[O:5])[C:7]([OH:24])=[C:8]2[CH:16]=[CH:15][N:14]([C:17]3[CH:22]=[CH:21][C:20]([F:23])=[CH:19][CH:18]=3)[C:9]=12)#[N:13], predict the reactants needed to synthesize it. The reactants are: C(O[C:4]([C:6]1[C:7]([OH:24])=[C:8]2[CH:16]=[CH:15][N:14]([C:17]3[CH:22]=[CH:21][C:20]([F:23])=[CH:19][CH:18]=3)[C:9]2=[C:10]([C:12]#[N:13])[N:11]=1)=[O:5])C.[NH2:25][CH2:26][C:27]([OH:29])=[O:28].C[O-].[Na+].CO. (4) Given the product [CH:3]1([B:13]([CH:15]2[CH2:16][CH2:17][CH2:18][CH2:19][CH2:20]2)[CH:7]2[CH2:12][C:11]2=[CH2:10])[CH2:2][CH2:1][CH2:6][CH2:5][CH2:4]1, predict the reactants needed to synthesize it. The reactants are: [CH3:1][CH2:2][CH2:3][CH2:4][CH2:5][CH3:6].[CH:7]1([B:13]([CH:15]2[CH2:20][CH2:19][CH2:18][CH2:17][CH2:16]2)Cl)[CH2:12][CH2:11][CH2:10]CC1. (5) Given the product [OH:24][CH2:23][CH2:22][CH2:21][N:18]1[C:19](=[O:20])[C:14]([C:13]2[N:9]([C:6]3[CH:5]=[CH:4][C:3]([C:1]#[N:2])=[CH:8][CH:7]=3)[N:10]=[CH:11][CH:12]=2)=[C:15]([CH3:37])[N:16]([C:27]2[CH:32]=[CH:31][CH:30]=[C:29]([C:33]([F:35])([F:36])[F:34])[CH:28]=2)[C:17]1=[O:26], predict the reactants needed to synthesize it. The reactants are: [C:1]([C:3]1[CH:8]=[CH:7][C:6]([N:9]2[C:13]([C:14]3[C:19](=[O:20])[N:18]([CH2:21][CH2:22][C:23](O)=[O:24])[C:17](=[O:26])[N:16]([C:27]4[CH:32]=[CH:31][CH:30]=[C:29]([C:33]([F:36])([F:35])[F:34])[CH:28]=4)[C:15]=3[CH3:37])=[CH:12][CH:11]=[N:10]2)=[CH:5][CH:4]=1)#[N:2].O1CCCC1.B.[Cl-].[NH4+]. (6) Given the product [F:1][C:2]1[C:7]([O:17][CH3:16])=[CH:6][CH:5]=[C:4]([N+:9]([O-:11])=[O:10])[C:3]=1[CH2:12][C:13](=[O:15])[CH3:14], predict the reactants needed to synthesize it. The reactants are: [F:1][C:2]1[C:7](F)=[CH:6][CH:5]=[C:4]([N+:9]([O-:11])=[O:10])[C:3]=1[CH2:12][C:13](=[O:15])[CH3:14].[CH3:16][O-:17].[Na+]. (7) Given the product [O:2]1[CH2:6][CH2:5][C@H:4]([NH:7][C:9]2[N:14]=[C:13]([C:15]([F:17])([F:18])[F:16])[C:12]([C:19]([O:21][CH3:22])=[O:20])=[CH:11][N:10]=2)[CH2:3]1, predict the reactants needed to synthesize it. The reactants are: Cl.[O:2]1[CH2:6][CH2:5][C@H:4]([NH2:7])[CH2:3]1.Cl[C:9]1[N:14]=[C:13]([C:15]([F:18])([F:17])[F:16])[C:12]([C:19]([O:21][CH3:22])=[O:20])=[CH:11][N:10]=1.CCN(C(C)C)C(C)C.